This data is from Reaction yield outcomes from USPTO patents with 853,638 reactions. The task is: Predict the reaction yield, written as a fraction of the theoretical maximum amount of product (1.0 means a 100% yield; for example, 0.34 means a 34% yield). (1) The yield is 0.860. The reactants are C([O:3][C:4]([C@@H:6]1[CH2:8][C@H:7]1[C:9]([N:11]1[CH2:16][CH2:15][N:14]([CH:17]([C:24]2[CH:29]=[CH:28][CH:27]=[CH:26][CH:25]=2)[C:18]2[CH:23]=[CH:22][CH:21]=[CH:20][CH:19]=2)[CH2:13][CH2:12]1)=[O:10])=[O:5])C.[OH-].[Li+]. The catalyst is C1COCC1.CO.O. The product is [CH:17]([N:14]1[CH2:15][CH2:16][N:11]([C:9]([C@@H:7]2[CH2:8][C@H:6]2[C:4]([OH:5])=[O:3])=[O:10])[CH2:12][CH2:13]1)([C:24]1[CH:25]=[CH:26][CH:27]=[CH:28][CH:29]=1)[C:18]1[CH:23]=[CH:22][CH:21]=[CH:20][CH:19]=1. (2) The reactants are [Cl:1][C:2]1[CH:3]=[C:4]([S:9]([CH:12]2[CH2:17][CH2:16][NH:15][CH2:14][CH2:13]2)(=[O:11])=[O:10])[CH:5]=[CH:6][C:7]=1[Cl:8].Cl[C:19]1[C:28]2[C:23](=[CH:24][CH:25]=[CH:26][CH:27]=2)[CH:22]=[CH:21][N:20]=1. No catalyst specified. The product is [Cl:1][C:2]1[CH:3]=[C:4]([S:9]([CH:12]2[CH2:17][CH2:16][N:15]([C:19]3[C:28]4[C:23](=[CH:24][CH:25]=[CH:26][CH:27]=4)[CH:22]=[CH:21][N:20]=3)[CH2:14][CH2:13]2)(=[O:11])=[O:10])[CH:5]=[CH:6][C:7]=1[Cl:8]. The yield is 0.510. (3) The reactants are CC(C)([O-])C.[K+].[Si:7]([O:14][C@@H:15]1[C@H:19]([CH2:20][O:21][Si:22]([C:25]([CH3:28])([CH3:27])[CH3:26])([CH3:24])[CH3:23])[CH2:18][C@@H:17]([O:29][C:30]2[CH:35]=[CH:34][N:33]=[C:32](Cl)[CH:31]=2)[CH2:16]1)([C:10]([CH3:13])([CH3:12])[CH3:11])([CH3:9])[CH3:8].[Cl:37][C:38]1[CH:39]=[C:40]2[C:44](=[CH:45][CH:46]=1)[C@@H:43]([NH2:47])[CH2:42][C:41]2([CH3:49])[CH3:48].CCOC(C)=O. The catalyst is COCCOC. The product is [Si:22]([O:21][C@@H:20]1[C@H:19]([CH2:15][O:14][Si:7]([C:10]([CH3:12])([CH3:11])[CH3:13])([CH3:9])[CH3:8])[CH2:18][C@@H:17]([O:29][C:30]2[CH:35]=[CH:34][N:33]=[C:32]([NH:47][C@@H:43]3[C:44]4[C:40](=[CH:39][C:38]([Cl:37])=[CH:46][CH:45]=4)[C:41]([CH3:49])([CH3:48])[CH2:42]3)[CH:31]=2)[CH2:16]1)([C:25]([CH3:27])([CH3:28])[CH3:26])([CH3:24])[CH3:23]. The yield is 0.180. (4) The reactants are [Cl:1][C:2]1[C:3]([C:10]([CH3:14])([CH3:13])[C:11]#[N:12])=[N:4][CH:5]=[C:6]([CH:8]=O)[CH:7]=1.[C:15]([CH:20]=P(C1C=CC=CC=1)(C1C=CC=CC=1)C1C=CC=CC=1)([O:17][CH2:18][CH3:19])=[O:16]. The product is [CH2:18]([O:17][C:15](=[O:16])[CH:20]=[CH:8][C:6]1[CH:5]=[N:4][C:3]([C:10]([C:11]#[N:12])([CH3:14])[CH3:13])=[C:2]([Cl:1])[CH:7]=1)[CH3:19]. The yield is 0.960. The catalyst is C1COCC1. (5) The reactants are C1(P(C2C=CC=CC=2)C2C=CC=CC=2)C=CC=CC=1.C1([O-])C=CC=CC=1.[K+].[CH3:43][C:38]1([CH3:44])[C:39]([CH3:42])([CH3:41])[O:40][B:36]([B:36]2[O:40][C:39]([CH3:42])([CH3:41])[C:38]([CH3:44])([CH3:43])[O:37]2)[O:37]1.FC(S([C:53]1[CH2:60][CH2:59][CH2:58][CH2:57][CH2:56][CH2:55][CH:54]=1)(=O)=O)(F)F. The catalyst is C1(C)C=CC=CC=1.Cl[Pd](Cl)([P](C1C=CC=CC=1)(C1C=CC=CC=1)C1C=CC=CC=1)[P](C1C=CC=CC=1)(C1C=CC=CC=1)C1C=CC=CC=1. The product is [C:53]1([B:36]2[O:37][C:38]([CH3:43])([CH3:44])[C:39]([CH3:41])([CH3:42])[O:40]2)[CH2:60][CH2:59][CH2:58][CH2:57][CH2:56][CH2:55][CH:54]=1. The yield is 0.770. (6) The reactants are [CH3:1][O:2][C:3]1[CH:4]=[C:5]2[C:10](=[CH:11][C:12]=1[O:13][CH3:14])[N:9]=[CH:8][CH:7]=[C:6]2[O:15][C:16]1[C:22]([CH3:23])=[CH:21][C:19]([NH2:20])=[C:18]([CH3:24])[CH:17]=1.Cl[C:26](Cl)([O:28]C(=O)OC(Cl)(Cl)Cl)Cl.[CH3:37][CH2:38][CH:39]([OH:42])[CH2:40][CH3:41].C(=O)(O)[O-].[Na+]. The catalyst is C(Cl)Cl.C(N(CC)CC)C.C1(C)C=CC=CC=1. The product is [CH3:1][O:2][C:3]1[CH:4]=[C:5]2[C:10](=[CH:11][C:12]=1[O:13][CH3:14])[N:9]=[CH:8][CH:7]=[C:6]2[O:15][C:16]1[C:22]([CH3:23])=[CH:21][C:19]([NH:20][C:26](=[O:28])[O:42][CH:39]([CH2:40][CH3:41])[CH2:38][CH3:37])=[C:18]([CH3:24])[CH:17]=1. The yield is 0.740.